Predict the product of the given reaction. From a dataset of Forward reaction prediction with 1.9M reactions from USPTO patents (1976-2016). Given the reactants Br[C:2]1[CH:6]=[C:5]([C:7]#[C:8][CH:9]([CH3:11])[CH3:10])[S:4][C:3]=1[C:12]([O:14][CH3:15])=[O:13].C([O-])([O-])=O.[Cs+].[Cs+].[O:22]1[CH2:27][CH2:26][CH:25]([NH2:28])[CH2:24][CH2:23]1, predict the reaction product. The product is: [CH3:10][CH:9]([CH3:11])[C:8]#[C:7][C:5]1[S:4][C:3]([C:12]([O:14][CH3:15])=[O:13])=[C:2]([NH:28][CH:25]2[CH2:26][CH2:27][O:22][CH2:23][CH2:24]2)[CH:6]=1.